From a dataset of Reaction yield outcomes from USPTO patents with 853,638 reactions. Predict the reaction yield, written as a fraction of the theoretical maximum amount of product (1.0 means a 100% yield; for example, 0.34 means a 34% yield). (1) The reactants are Br[C:2]1[CH:7]=[CH:6][N:5]=[CH:4][CH:3]=1.[Li]CCCC.[Cl:13][C:14]1[CH:15]=[C:16]([CH:19]=[C:20]([O:22][CH3:23])[CH:21]=1)[C:17]#N.CC[O:26]CC. No catalyst specified. The product is [Cl:13][C:14]1[CH:15]=[C:16]([C:17]([C:2]2[CH:7]=[CH:6][N:5]=[CH:4][CH:3]=2)=[O:26])[CH:19]=[C:20]([O:22][CH3:23])[CH:21]=1. The yield is 0.560. (2) The yield is 0.990. The reactants are [CH3:1][NH:2][C:3]1[CH:8]=[CH:7][C:6]([N+:9]([O-:11])=[O:10])=[CH:5][CH:4]=1.[Br:12]Br.C([O-])(O)=O.[Na+]. The catalyst is CC(O)=O.C(Cl)(Cl)Cl. The product is [Br:12][C:4]1[CH:5]=[C:6]([N+:9]([O-:11])=[O:10])[CH:7]=[CH:8][C:3]=1[NH:2][CH3:1].[Br:12][C:4]1[CH:5]=[C:6]([N+:9]([O-:11])=[O:10])[CH:7]=[CH:8][C:3]=1[NH:2][CH3:1]. (3) The yield is 0.970. The product is [Cl:1][C:2]1[CH:3]=[CH:4][C:5]([S:8]([C:11]23[CH2:26][CH2:25][CH:24]([O:27][CH2:28][CH2:29][O:30][S:39]([CH3:38])(=[O:41])=[O:40])[CH2:23][CH:12]2[CH2:13][O:14][C:15]2[C:20]3=[C:19]([F:21])[CH:18]=[CH:17][C:16]=2[F:22])(=[O:9])=[O:10])=[CH:6][CH:7]=1. The catalyst is C(Cl)Cl. The reactants are [Cl:1][C:2]1[CH:7]=[CH:6][C:5]([S:8]([C:11]23[CH2:26][CH2:25][CH:24]([O:27][CH2:28][CH2:29][OH:30])[CH2:23][CH:12]2[CH2:13][O:14][C:15]2[C:20]3=[C:19]([F:21])[CH:18]=[CH:17][C:16]=2[F:22])(=[O:10])=[O:9])=[CH:4][CH:3]=1.CCN(CC)CC.[CH3:38][S:39](Cl)(=[O:41])=[O:40]. (4) The reactants are CO[CH2:3][C:4]1[CH:5]=[C:6]([N:10]([CH2:18][C:19]2[CH:24]=[CH:23][CH:22]=[C:21]([O:25][C:26]([F:31])([F:30])[CH:27]([F:29])[F:28])[CH:20]=2)[CH2:11][CH:12]([OH:17])[C:13]([F:16])([F:15])[F:14])[CH:7]=[CH:8][CH:9]=1.B(Br)(Br)[Br:33].COC. The catalyst is ClCCl. The product is [Br:33][CH2:3][C:4]1[CH:5]=[C:6]([N:10]([CH2:18][C:19]2[CH:24]=[CH:23][CH:22]=[C:21]([O:25][C:26]([F:31])([F:30])[CH:27]([F:29])[F:28])[CH:20]=2)[CH2:11][CH:12]([OH:17])[C:13]([F:16])([F:15])[F:14])[CH:7]=[CH:8][CH:9]=1. The yield is 0.590. (5) The reactants are [C:1]1([C:7]2[N:12]=[C:11]([C:13]([OH:15])=[O:14])[CH:10]=[CH:9][CH:8]=2)[CH:6]=[CH:5][CH:4]=[CH:3][CH:2]=1.[OH:16]P([O-])([O-])=O.[K+].[K+].C1C=C(Cl)C=C(C(OO)=O)C=1. The catalyst is ClC(Cl)C. The product is [C:1]1([C:7]2[CH:8]=[CH:9][CH:10]=[C:11]([C:13]([OH:15])=[O:14])[N+:12]=2[O-:16])[CH:2]=[CH:3][CH:4]=[CH:5][CH:6]=1. The yield is 0.680.